This data is from Reaction yield outcomes from USPTO patents with 853,638 reactions. The task is: Predict the reaction yield, written as a fraction of the theoretical maximum amount of product (1.0 means a 100% yield; for example, 0.34 means a 34% yield). (1) The reactants are [H-].[Na+].[C:3]([O:7][CH3:8])(=[O:6])[CH2:4][SH:5].[H][H].[CH2:11]([O:13][C:14](=[O:22])[C:15]1[CH:20]=[CH:19][CH:18]=[N:17][C:16]=1Cl)[CH3:12]. The catalyst is CN(C=O)C.O. The product is [CH2:11]([O:13][C:14](=[O:22])[C:15]1[CH:20]=[CH:19][CH:18]=[N:17][C:16]=1[S:5][CH2:4][C:3]([O:7][CH3:8])=[O:6])[CH3:12]. The yield is 0.510. (2) The reactants are [CH2:1]([N:8]1[C:16]2[C:11](=[CH:12][C:13](Br)=[CH:14][CH:15]=2)[CH:10]=[CH:9]1)[C:2]1[CH:7]=[CH:6][CH:5]=[CH:4][CH:3]=1.[C:18]1(B(O)O)[CH:23]=[CH:22][CH:21]=[CH:20][CH:19]=1.ClCCl.C(=O)([O-])[O-].[K+].[K+]. The catalyst is O1CCOCC1.O.C1C=CC(P(C2C=CC=CC=2)[C-]2C=CC=C2)=CC=1.C1C=CC(P(C2C=CC=CC=2)[C-]2C=CC=C2)=CC=1.Cl[Pd]Cl.[Fe+2]. The product is [CH2:1]([N:8]1[C:16]2[C:11](=[CH:12][C:13]([C:18]3[CH:23]=[CH:22][CH:21]=[CH:20][CH:19]=3)=[CH:14][CH:15]=2)[CH:10]=[CH:9]1)[C:2]1[CH:7]=[CH:6][CH:5]=[CH:4][CH:3]=1. The yield is 0.350. (3) The reactants are CN(C)C(=N)N(C)C.[CH2:9]([O:16][C:17]1[CH:18]=[C:19]([CH:22]=[CH:23][CH:24]=1)[CH:20]=O)[C:10]1[CH:15]=[CH:14][CH:13]=[CH:12][CH:11]=1.[Cl-].[CH2:26]([O:28][CH:29]([P+](C1C=CC=CC=1)(C1C=CC=CC=1)C1C=CC=CC=1)[C:30]([O:32][CH2:33][CH3:34])=[O:31])[CH3:27]. The catalyst is ClCCl. The product is [CH2:33]([O:32][C:30](=[O:31])[C:29]([O:28][CH2:26][CH3:27])=[CH:20][C:19]1[CH:22]=[CH:23][CH:24]=[C:17]([O:16][CH2:9][C:10]2[CH:15]=[CH:14][CH:13]=[CH:12][CH:11]=2)[CH:18]=1)[CH3:34]. The yield is 0.690.